From a dataset of Peptide-MHC class I binding affinity with 185,985 pairs from IEDB/IMGT. Regression. Given a peptide amino acid sequence and an MHC pseudo amino acid sequence, predict their binding affinity value. This is MHC class I binding data. The peptide sequence is KEKDMTKEFF. The MHC is HLA-B44:02 with pseudo-sequence HLA-B44:02. The binding affinity (normalized) is 0.479.